This data is from Forward reaction prediction with 1.9M reactions from USPTO patents (1976-2016). The task is: Predict the product of the given reaction. (1) The product is: [Br:25][C:26]1[CH:34]=[CH:33][C:29]([C:30]([NH:59][C@@H:57]([C:54]2[CH:55]=[CH:56][C:51]([F:50])=[CH:52][CH:53]=2)[CH3:58])=[O:31])=[C:28]([NH:35][S:36]([C:39]2[C:40]3[N:41]=[CH:42][CH:43]=[N:44][C:45]=3[CH:46]=[CH:47][CH:48]=2)(=[O:37])=[O:38])[CH:27]=1. Given the reactants CN(C(ON1N=NC2C=CC=NC1=2)=[N+](C)C)C.F[P-](F)(F)(F)(F)F.[Br:25][C:26]1[CH:34]=[CH:33][C:29]([C:30](O)=[O:31])=[C:28]([NH:35][S:36]([C:39]2[C:40]3[N:41]=[CH:42][CH:43]=[N:44][C:45]=3[CH:46]=[CH:47][CH:48]=2)(=[O:38])=[O:37])[CH:27]=1.Cl.[F:50][C:51]1[CH:56]=[CH:55][C:54]([C@H:57]([NH2:59])[CH3:58])=[CH:53][CH:52]=1, predict the reaction product. (2) Given the reactants [CH3:1][O:2][C:3]([C:5]1[S:6][C:7]([CH3:12])=[CH:8][C:9]=1[C:10]#[N:11])=[O:4].C1C(=O)N([Br:20])C(=O)C1, predict the reaction product. The product is: [CH3:1][O:2][C:3]([C:5]1[S:6][C:7]([CH2:12][Br:20])=[CH:8][C:9]=1[C:10]#[N:11])=[O:4]. (3) The product is: [OH:29][N:28]1[C:21]2[C:20](=[CH:25][C:24]([C:26]#[N:27])=[CH:23][CH:22]=2)[C:6]([C:7]2[CH:12]=[CH:11][C:10]([CH2:13][N:14]3[CH2:19][CH2:18][O:17][CH2:16][CH2:15]3)=[CH:9][N:8]=2)=[C:5]1[OH:4]. Given the reactants Cl.C([O:4][C:5](=O)[CH:6]([C:20]1[CH:25]=[C:24]([C:26]#[N:27])[CH:23]=[CH:22][C:21]=1[N+:28]([O-])=[O:29])[C:7]1[CH:12]=[CH:11][C:10]([CH2:13][N:14]2[CH2:19][CH2:18][O:17][CH2:16][CH2:15]2)=[CH:9][N:8]=1)C.C(=O)([O-])O.[Na+].[NH4+]=S, predict the reaction product. (4) Given the reactants [CH2:1]([O:3][C:4]([C:6]1[CH:11]=[CH:10][C:9](=[O:12])[NH:8][C:7]=1[C:13]([F:16])([F:15])[F:14])=[O:5])[CH3:2].[Br:17]N1C(=O)CCC1=O, predict the reaction product. The product is: [CH2:1]([O:3][C:4]([C:6]1[CH:11]=[C:10]([Br:17])[C:9](=[O:12])[NH:8][C:7]=1[C:13]([F:16])([F:14])[F:15])=[O:5])[CH3:2].